This data is from Catalyst prediction with 721,799 reactions and 888 catalyst types from USPTO. The task is: Predict which catalyst facilitates the given reaction. (1) Reactant: Br[C:2]1[CH:3]=[CH:4][C:5]2[N:6]([C:8]([C:11]3[CH:20]=[CH:19][C:18]4[C:13](=[C:14]([O:21][Si](C(C)(C)C)(C)C)[CH:15]=[CH:16][CH:17]=4)[N:12]=3)=[N:9][N:10]=2)[CH:7]=1.[C:29]1(B(O)O)[CH:34]=[CH:33][CH:32]=[CH:31][CH:30]=1.C([O-])([O-])=O.[Na+].[Na+]. Product: [C:29]1([C:2]2[CH:3]=[CH:4][C:5]3[N:6]([C:8]([C:11]4[CH:20]=[CH:19][C:18]5[C:13](=[C:14]([OH:21])[CH:15]=[CH:16][CH:17]=5)[N:12]=4)=[N:9][N:10]=3)[CH:7]=2)[CH:34]=[CH:33][CH:32]=[CH:31][CH:30]=1. The catalyst class is: 203. (2) Reactant: Cl[C:2]1[CH:7]=[CH:6][C:5]([N+:8]([O-:10])=[O:9])=[CH:4][C:3]=1[O:11][CH3:12].[CH3:13][C:14]1[N:18]=[CH:17][NH:16][N:15]=1.[OH-].[K+].Cl. Product: [CH3:12][O:11][C:3]1[CH:4]=[C:5]([N+:8]([O-:10])=[O:9])[CH:6]=[CH:7][C:2]=1[N:16]1[CH:17]=[N:18][C:14]([CH3:13])=[N:15]1. The catalyst class is: 58.